From a dataset of Catalyst prediction with 721,799 reactions and 888 catalyst types from USPTO. Predict which catalyst facilitates the given reaction. Reactant: [Cl:1][C:2]1[CH:3]=[C:4]([CH:12]=[C:13]([CH:15]=[O:16])[N:14]=1)[C:5]([O:7][C:8]([CH3:11])([CH3:10])[CH3:9])=[O:6].[F:17][C:18]([Si](C)(C)C)([F:20])[F:19]. Product: [Cl:1][C:2]1[CH:3]=[C:4]([CH:12]=[C:13]([CH:15]([OH:16])[C:18]([F:20])([F:19])[F:17])[N:14]=1)[C:5]([O:7][C:8]([CH3:11])([CH3:10])[CH3:9])=[O:6]. The catalyst class is: 1.